Dataset: Reaction yield outcomes from USPTO patents with 853,638 reactions. Task: Predict the reaction yield, written as a fraction of the theoretical maximum amount of product (1.0 means a 100% yield; for example, 0.34 means a 34% yield). (1) The reactants are [CH:1]1([C:6]([C:8]2[CH:13]=[C:12]([CH3:14])[CH:11]=[CH:10][C:9]=2[NH:15][C:16](=[O:30])[NH:17][C:18]2[S:19][CH:20]=[C:21]([CH2:23][CH2:24]OS(C)(=O)=O)[N:22]=2)=[O:7])[CH2:5][CH2:4][CH2:3][CH2:2]1.[NH:31]1[CH2:36][CH2:35][NH:34][CH2:33][CH2:32]1. No catalyst specified. The product is [CH:1]1([C:6]([C:8]2[CH:13]=[C:12]([CH3:14])[CH:11]=[CH:10][C:9]=2[NH:15][C:16]([NH:17][C:18]2[S:19][CH:20]=[C:21]([CH2:23][CH2:24][N:31]3[CH2:36][CH2:35][NH:34][CH2:33][CH2:32]3)[N:22]=2)=[O:30])=[O:7])[CH2:2][CH2:3][CH2:4][CH2:5]1. The yield is 0.700. (2) The reactants are [NH2:1][C:2]1[N:7]=[CH:6][N:5]=[C:4]2[N:8]([CH2:25][C@@H:26]3[CH2:30][CH2:29][CH2:28][N:27]3[C:31](=[O:35])[CH2:32][C:33]#[N:34])[N:9]=[C:10]([C:11]3[CH:16]=[CH:15][C:14]([O:17][C:18]4[CH:23]=[CH:22][CH:21]=[CH:20][CH:19]=4)=[CH:13][C:12]=3[F:24])[C:3]=12.[CH:36]1([CH:39]=O)[CH2:38][CH2:37]1.N1CCCCC1. The catalyst is C(O)C. The product is [NH2:1][C:2]1[N:7]=[CH:6][N:5]=[C:4]2[N:8]([CH2:25][C@@H:26]3[CH2:30][CH2:29][CH2:28][N:27]3[C:31]([C:32](=[CH:39][CH:36]3[CH2:38][CH2:37]3)[C:33]#[N:34])=[O:35])[N:9]=[C:10]([C:11]3[CH:16]=[CH:15][C:14]([O:17][C:18]4[CH:19]=[CH:20][CH:21]=[CH:22][CH:23]=4)=[CH:13][C:12]=3[F:24])[C:3]=12. The yield is 0.550. (3) The reactants are [NH2:1][C:2]1[CH:3]=[C:4]([C:8]2[N:13]=[C:12]3[S:14][C:15]([NH:17][C:18](=[O:20])[CH3:19])=[N:16][C:11]3=[CH:10][CH:9]=2)[CH:5]=[CH:6][CH:7]=1.N1C=CC=CC=1.[CH3:27][O:28][C:29]1[CH:34]=[CH:33][C:32]([S:35](Cl)(=[O:37])=[O:36])=[CH:31][CH:30]=1.CCOCC. The catalyst is C(Cl)Cl. The product is [CH3:27][O:28][C:29]1[CH:30]=[CH:31][C:32]([S:35]([NH:1][C:2]2[CH:3]=[C:4]([C:8]3[N:13]=[C:12]4[S:14][C:15]([NH:17][C:18](=[O:20])[CH3:19])=[N:16][C:11]4=[CH:10][CH:9]=3)[CH:5]=[CH:6][CH:7]=2)(=[O:37])=[O:36])=[CH:33][CH:34]=1. The yield is 0.380. (4) The reactants are [PH2:1](=[O:3])[O-:2].[NH4+].C[Si](C)(C)N[Si](C)(C)C.[CH2:14]=[C:15]([CH2:23][CH2:24][C:25]([O:27][C:28]([CH3:31])([CH3:30])[CH3:29])=[O:26])[C:16]([O:18][C:19]([CH3:22])([CH3:21])[CH3:20])=[O:17]. The catalyst is ClCCl. The product is [OH:3][PH:1]([CH2:14][CH:15]([CH2:23][CH2:24][C:25]([O:27][C:28]([CH3:29])([CH3:31])[CH3:30])=[O:26])[C:16]([O:18][C:19]([CH3:20])([CH3:21])[CH3:22])=[O:17])=[O:2]. The yield is 1.00. (5) The reactants are [Si:1]([O:8][CH:9]1[CH2:14][CH2:13][N:12]([C:15]([C:28]2[CH:33]=[CH:32][CH:31]=[CH:30][CH:29]=2)([C:22]2[CH:27]=[CH:26][CH:25]=[CH:24][CH:23]=2)[C:16]2[CH:21]=[CH:20][CH:19]=[CH:18][CH:17]=2)[CH2:11]/[C:10]/1=[CH:34]\[CH2:35]OS(C1C=CC(C)=CC=1)(=O)=O)([C:4]([CH3:7])([CH3:6])[CH3:5])([CH3:3])[CH3:2].[CH2:47]([O:49][C:50]([CH2:52][CH2:53][C:54]1[CH:55]=[N:56][NH:57][CH:58]=1)=[O:51])[CH3:48]. No catalyst specified. The product is [Si:1]([O:8][CH:9]1[CH2:14][CH2:13][N:12]([C:15]([C:28]2[CH:29]=[CH:30][CH:31]=[CH:32][CH:33]=2)([C:22]2[CH:27]=[CH:26][CH:25]=[CH:24][CH:23]=2)[C:16]2[CH:17]=[CH:18][CH:19]=[CH:20][CH:21]=2)[CH2:11]/[C:10]/1=[CH:34]\[CH2:35][N:56]1[CH:55]=[C:54]([CH2:53][CH2:52][C:50]([O:49][CH2:47][CH3:48])=[O:51])[CH:58]=[N:57]1)([C:4]([CH3:7])([CH3:6])[CH3:5])([CH3:2])[CH3:3]. The yield is 0.640. (6) The reactants are [Cl:1][C:2]1[N:3]=[C:4]([C:10]2[CH:11]=[N:12][CH:13]=[CH:14][CH:15]=2)[S:5][C:6]=1[NH:7][CH2:8][CH3:9].[CH3:16][CH:17]([CH2:21][S:22][CH3:23])[C:18](O)=[O:19].C(N(CC)CC)C.Cl.CN(C)CCCN=C=NCC. The catalyst is ClC(Cl)C. The product is [Cl:1][C:2]1[N:3]=[C:4]([C:10]2[CH:11]=[N:12][CH:13]=[CH:14][CH:15]=2)[S:5][C:6]=1[N:7]([CH2:8][CH3:9])[C:18](=[O:19])[CH:17]([CH3:16])[CH2:21][S:22][CH3:23]. The yield is 0.600.